The task is: Binary Classification. Given a miRNA mature sequence and a target amino acid sequence, predict their likelihood of interaction.. This data is from Experimentally validated miRNA-target interactions with 360,000+ pairs, plus equal number of negative samples. (1) The miRNA is hsa-miR-99a-3p with sequence CAAGCUCGCUUCUAUGGGUCUG. The protein sequence of the target gene is MAVQRAASPRRPPAPLWPRLLLPLLLLLLPAPSEGLGHSAELAFAVEPSDDVAVPGQPIVLDCRVEGTPPVRITWRKNGVELPESTHSTLLANGSLMIRHFRLEPGGSPSDEGDYECVAQNRFGLVVSRKARIQAATMSDFHVHPQATVGEEGGVARFQCQIHGLPKPLITWEKNRVPIDTDNERYTLLPKGVLQITGLRAEDGGIFHCVASNIASIRISHGARLTVSGSGSGAYKEPAILVGPENLTLTVHQTAVLECVATGNPRPIVSWSRLDGRPIGVEGIQVLGTGNLIISDVTVQ.... Result: 0 (no interaction). (2) The miRNA is hsa-miR-26b-5p with sequence UUCAAGUAAUUCAGGAUAGGU. The protein sequence of the target gene is MASEGPREPESEGIKLSADVKPFVPRFAGLNVAWLESSEACVFPSSAATYYPFVQEPPVTEQKIYTEDMAFGASTFPPQYLSSEITLHPYAYSPYTLDSTQNVYSVPGSQYLYNQPSCYRGFQTVKHRNENTCPLPQEMKALFKKKTYDEKKTYDQQKFDSERADGTISSEIKSARGSHHLSIYAENSLKSDGYHKRTDRKSRIIAKNVSTSKPEFEFTTLDFPELQGAENNMSEIQKQPKWGPVHSVSTDISLLREVVKPAAVLSKGEIVVKNNPNESVTANAATNSPSCTRELSWTPM.... Result: 1 (interaction). (3) The miRNA is hsa-miR-6799-5p with sequence GGGGAGGUGUGCAGGGCUGG. The protein sequence of the target gene is MESSRGRPGPETDLLAVAEHQALVFGGGPGRTSSEPPAGLRVSGEEETENVGGANRHPRTSPKTSSCGVVHRPEREALENEPGPQGTLSGAGSRRGAPGAEHEPSLSSRHKNPAPPEGKPSSGRDCRRGGPGGGMDVEQQEEEDNDEEAAAGSRAGRSFSSRLQDSRSLDGLSEACGGAGSSGSAESGAGGGRRATISSPLELEGTVSRHGDLTHFVANNLQLKIRLSGAPPPPPSAPARPCPAPAPTPTPAIPPIDPEVLRDLERLSRELGGRVDRLLRGLGGAVQELTALSVGCIQTY.... Result: 0 (no interaction). (4) The miRNA is mmu-miR-741-3p with sequence UGAGAGAUGCCAUUCUAUGUAGA. Result: 0 (no interaction). The protein sequence of the target gene is MDKFRMLFQHFQSSSESVMNGICLLLAAVTVKLYSSFDFNCPCLVHYNALYGLGLLLTPPLALFLCGLLANRQSVVMVEEWRRPAGHRRKDPGIIRYMCSSVLQRALAAPLVWILLALLDGKCFVCAFSSSVDPEKFLDFANMTPSQVQLFLAKVPCKEDELVRDSPARKAVSRYLRCLSQAIGWSVTLLLIIAAFLARCLRPCFDQTVFLQRRYWSNYVDLEQKLFDETCCEHARDFAHRCVLHFFASMRSELQARGLRRGNAGRRLELPAVPEPPEGLDSGSGKAHLRAISSREQVDR.... (5) The miRNA is hsa-miR-6814-3p with sequence ACUCGCAUCCUUCCCUUGGCAG. Result: 0 (no interaction). The protein sequence of the target gene is MGLLQLLAFSFLALCRARVRAQEPEFSYGCAEGSCYPATGDLLIGRAQKLSVTSTCGLHKPEPYCIVSHLQEDKKCFICNSQDPYHETLNPDSHLIENVVTTFAPNRLKIWWQSENGVENVTIQLDLEAEFHFTHLIMTFKTFRPAAMLIERSSDFGKTWGVYRYFAYDCEASFPGISTGPMKKVDDIICDSRYSDIEPSTEGEVIFRALDPAFKIEDPYSPRIQNLLKITNLRIKFVKLHTLGDNLLDSRMEIREKYYYAVYDMVVRGNCFCYGHASECAPVDGFNEEVEGMVHGHCMC.... (6) The miRNA is hsa-miR-504-3p with sequence GGGAGUGCAGGGCAGGGUUUC. The protein sequence of the target gene is MDVPSSSSSRFSVGSASPSSVLLYAKDLKKWDEFEDLLEERRHISDFKFAMKCYTPPLYRGITPCKPGDIKSIVLSSEEINYVIKQLSRESLTGVDVLREEASEILEEMSHKLRIGAIRFFAFVLSKIFKQIFSKVCVNEEGIQKLQRAVQEHPVVLLPSHRSYIDFLMLSFILYSYDLPVPVIAAGMDFLGMRVVSELLRMSGAFFMRRTFGGNKLYWAVFSEYVKTMLRCGYAPVEFFLEGTRSRAAKTLTPKFGLLNIVMEPFFKREVFDTYFVPISISYDKILEESLYAYEILGVP.... Result: 0 (no interaction).